Task: Predict the product of the given reaction.. Dataset: Forward reaction prediction with 1.9M reactions from USPTO patents (1976-2016) (1) Given the reactants O.[CH3:2][S:3]([OH:6])(=[O:5])=[O:4].[NH2:7][C@@H:8]1[CH2:12][C@H:11]([C:13](O)=[O:14])[CH:10]=[CH:9]1.[Li].[F-].[Na+], predict the reaction product. The product is: [CH3:2][S:3]([OH:6])(=[O:5])=[O:4].[NH2:7][C@@H:8]1[CH2:12][C@H:11]([CH2:13][OH:14])[CH:10]=[CH:9]1. (2) Given the reactants [CH3:1][C:2]1[C:6]([CH2:7][C:8]([OH:10])=O)=[C:5]([CH3:11])[O:4][N:3]=1.CCN=C=NCCCN(C)C.Cl.ON1C2C=CC=CC=2N=N1.C(N1CCOCC1)C.[Cl:42][C:43]1[CH:48]=[C:47]([F:49])[CH:46]=[CH:45][C:44]=1[CH2:50][NH2:51], predict the reaction product. The product is: [Cl:42][C:43]1[CH:48]=[C:47]([F:49])[CH:46]=[CH:45][C:44]=1[CH2:50][NH:51][C:8](=[O:10])[CH2:7][C:6]1[C:2]([CH3:1])=[N:3][O:4][C:5]=1[CH3:11]. (3) Given the reactants F[C:2]1[CH:9]=[CH:8][CH:7]=[CH:6][C:3]=1[C:4]#[N:5].[NH:10]1[CH:14]=[CH:13][CH:12]=[N:11]1.C(=O)([O-])[O-].[K+].[K+], predict the reaction product. The product is: [N:10]1([C:2]2[CH:9]=[CH:8][CH:7]=[CH:6][C:3]=2[C:4]#[N:5])[CH:14]=[CH:13][CH:12]=[N:11]1. (4) Given the reactants [N+:1]([C:4]1[CH:9]=[CH:8][CH:7]=[CH:6][C:5]=1[S:10]([N:13]1[CH2:17][CH2:16][CH:15]([OH:18])[CH2:14]1)(=[O:12])=[O:11])([O-:3])=[O:2].[Si:19](Cl)([C:22]([CH3:25])([CH3:24])[CH3:23])([CH3:21])[CH3:20].N1C=CN=C1, predict the reaction product. The product is: [C:22]([Si:19]([CH3:21])([CH3:20])[O:18][CH:15]1[CH2:16][CH2:17][N:13]([S:10]([C:5]2[CH:6]=[CH:7][CH:8]=[CH:9][C:4]=2[N+:1]([O-:3])=[O:2])(=[O:11])=[O:12])[CH2:14]1)([CH3:25])([CH3:24])[CH3:23]. (5) Given the reactants [CH3:1][C:2]1[C:3]([C:23]2[CH:28]=[CH:27][C:26](=[O:29])[N:25]([CH3:30])[CH:24]=2)=[N:4][N:5]([C:17]2[CH:22]=[CH:21][CH:20]=[CH:19][CH:18]=2)[C:6]=1[NH:7][C:8](=[O:16])OC1C=CC=CC=1.C1(C2C=CC(COC)=CC=2CN)CC1.[CH:45]1([C:49]2[CH:54]=[CH:53][C:52]([CH2:55][O:56][CH3:57])=[CH:51][C:50]=2[CH2:58][NH2:59])[CH2:48][CH2:47][CH2:46]1, predict the reaction product. The product is: [CH:45]1([C:49]2[CH:54]=[CH:53][C:52]([CH2:55][O:56][CH3:57])=[CH:51][C:50]=2[CH2:58][NH:59][C:8]([NH:7][C:6]2[N:5]([C:17]3[CH:22]=[CH:21][CH:20]=[CH:19][CH:18]=3)[N:4]=[C:3]([C:23]3[CH:28]=[CH:27][C:26](=[O:29])[N:25]([CH3:30])[CH:24]=3)[C:2]=2[CH3:1])=[O:16])[CH2:46][CH2:47][CH2:48]1. (6) Given the reactants [N:1]1([C:6]2[CH:11]=[CH:10][CH:9]=[CH:8][C:7]=2[C:12](=[O:14])C)[CH:5]=[CH:4][CH:3]=[CH:2]1.[CH3:15][O:16][C:17]1[CH:24]=[C:23]([O:25][CH3:26])[CH:22]=[CH:21][C:18]=1[CH2:19][NH2:20], predict the reaction product. The product is: [CH3:15][O:16][C:17]1[CH:24]=[C:23]([O:25][CH3:26])[CH:22]=[CH:21][C:18]=1[CH2:19][NH:20][C:12](=[O:14])[C:7]1[CH:8]=[CH:9][CH:10]=[CH:11][C:6]=1[N:1]1[CH:2]=[CH:3][CH:4]=[CH:5]1. (7) The product is: [CH3:25][O:24][C:18]1[CH:17]=[C:16]([C:14](=[C:7]2[C:6](=[O:9])[C:5]3[CH:10]=[CH:11][C:2]([OH:1])=[C:3]([OH:12])[C:4]=3[O:8]2)[CH3:13])[CH:21]=[CH:20][C:19]=1[O:22][CH3:23]. Given the reactants [OH:1][C:2]1[CH:11]=[CH:10][C:5]2[C:6](=[O:9])[CH2:7][O:8][C:4]=2[C:3]=1[OH:12].[CH3:13][C:14]([C:16]1[CH:21]=[CH:20][C:19]([O:22][CH3:23])=[C:18]([O:24][CH3:25])[CH:17]=1)=O, predict the reaction product. (8) Given the reactants [CH2:1]([NH:3][C:4]([N:6]1[CH:10]([C:11]2[CH:15]=[CH:14][S:13][CH:12]=2)[CH2:9][CH:8]=[N:7]1)=[S:5])[CH3:2].I[CH3:17], predict the reaction product. The product is: [CH3:17][S:5][C:4]([N:6]1[CH:10]([C:11]2[CH:15]=[CH:14][S:13][CH:12]=2)[CH2:9][CH:8]=[N:7]1)=[N:3][CH2:1][CH3:2]. (9) Given the reactants [Cl:1][CH2:2][CH2:3][CH2:4][C:5](=[O:8])[CH:6]=[CH2:7].[Br-:9].[K+].[Br:11]Br, predict the reaction product. The product is: [Br:9][CH2:7][CH:6]([Br:11])[C:5](=[O:8])[CH2:4][CH2:3][CH2:2][Cl:1]. (10) The product is: [ClH:18].[Br:1][C:2]1[CH:11]=[C:10]2[C:5]([C:6]([NH:13][CH2:14][CH2:15][CH2:16][CH2:17][Cl:18])=[C:7]([NH:12][C:23](=[O:24])[CH2:22][O:21][CH2:19][CH3:20])[CH:8]=[N:9]2)=[CH:4][CH:3]=1. Given the reactants [Br:1][C:2]1[CH:11]=[C:10]2[C:5]([C:6]([NH:13][CH2:14][CH2:15][CH2:16][CH2:17][Cl:18])=[C:7]([NH2:12])[CH:8]=[N:9]2)=[CH:4][CH:3]=1.[CH2:19]([O:21][CH2:22][C:23](Cl)=[O:24])[CH3:20], predict the reaction product.